From a dataset of Full USPTO retrosynthesis dataset with 1.9M reactions from patents (1976-2016). Predict the reactants needed to synthesize the given product. (1) Given the product [CH3:1][C:2]1[CH:7]=[C:6]([CH:5]=[CH:4][C:3]=1[N:11]1[CH2:16][CH2:15][O:14][CH2:13][CH2:12]1)[NH2:8], predict the reactants needed to synthesize it. The reactants are: [CH3:1][C:2]1[CH:7]=[C:6]([N+:8]([O-])=O)[CH:5]=[CH:4][C:3]=1[N:11]1[CH2:16][CH2:15][O:14][CH2:13][CH2:12]1.[Cl-].[NH4+]. (2) Given the product [Cl:9][C:4]1[CH:5]=[C:6]([Cl:8])[N:7]=[C:2]([N:17]2[CH2:18][CH2:19][CH2:20][CH:16]2[CH3:15])[N:3]=1, predict the reactants needed to synthesize it. The reactants are: Cl[C:2]1[N:7]=[C:6]([Cl:8])[CH:5]=[C:4]([Cl:9])[N:3]=1.C(=O)(O)[O-].[Na+].[CH3:15][CH:16]1[CH2:20][CH2:19][CH2:18][NH:17]1. (3) Given the product [C:1]([O:4][C:5]1[C:6]([C:12]([CH3:15])([CH3:14])[CH3:13])=[CH:7][C:8]([OH:11])=[C:9]([CH:10]=1)[CH:29]=[O:30])(=[O:3])[CH3:2], predict the reactants needed to synthesize it. The reactants are: [C:1]([O:4][C:5]1[CH:10]=[CH:9][C:8]([OH:11])=[CH:7][C:6]=1[C:12]([CH3:15])([CH3:14])[CH3:13])(=[O:3])[CH3:2].C1N2CN3CN(C2)CN1C3.O.FC(F)(F)[C:29](O)=[O:30]. (4) Given the product [CH2:22]([O:29][C:30](=[O:40])[C:31]1[CH:36]=[CH:35][C:34]([NH:37][C:2]2[N:7]=[C:6]([O:8][C:9]3[CH:14]=[CH:13][C:12]([N+:15]([O-:17])=[O:16])=[CH:11][CH:10]=3)[C:5]([C:18]([F:21])([F:20])[F:19])=[CH:4][N:3]=2)=[C:33]([O:38][CH3:39])[CH:32]=1)[C:23]1[CH:24]=[CH:25][CH:26]=[CH:27][CH:28]=1, predict the reactants needed to synthesize it. The reactants are: Cl[C:2]1[N:7]=[C:6]([O:8][C:9]2[CH:14]=[CH:13][C:12]([N+:15]([O-:17])=[O:16])=[CH:11][CH:10]=2)[C:5]([C:18]([F:21])([F:20])[F:19])=[CH:4][N:3]=1.[CH2:22]([O:29][C:30](=[O:40])[C:31]1[CH:36]=[CH:35][C:34]([NH2:37])=[C:33]([O:38][CH3:39])[CH:32]=1)[C:23]1[CH:28]=[CH:27][CH:26]=[CH:25][CH:24]=1.C[Si](Cl)(C)C. (5) Given the product [CH2:26]([O:1][C:2]1[CH:3]=[CH:4][C:5]([C:8]2[CH:13]=[CH:12][C:11]([OH:14])=[CH:10][CH:9]=2)=[CH:6][CH:7]=1)[CH2:25][CH2:24][CH2:23][CH2:22][CH2:21][CH2:20][CH2:19][CH2:18][CH:17]=[CH2:16], predict the reactants needed to synthesize it. The reactants are: [OH:1][C:2]1[CH:7]=[CH:6][C:5]([C:8]2[CH:13]=[CH:12][C:11]([OH:14])=[CH:10][CH:9]=2)=[CH:4][CH:3]=1.Br[CH2:16][CH2:17][CH2:18][CH2:19][CH2:20][CH2:21][CH2:22][CH2:23][CH2:24][CH:25]=[CH2:26].C([O-])([O-])=O.[K+].[K+].CC(=O)CC. (6) Given the product [Cl:22][C:23]1[CH:28]=[CH:27][CH:26]=[C:25]([Cl:29])[C:24]=1[N:30]1[C:5]([C:7]2[CH:17]=[CH:16][C:10]3[O:11][CH2:12][C:13](=[O:15])[NH:14][C:9]=3[CH:8]=2)=[CH:4][C:3]([C:2]([F:20])([F:19])[F:1])=[N:31]1, predict the reactants needed to synthesize it. The reactants are: [F:1][C:2]([F:20])([F:19])[C:3](=O)[CH2:4][C:5]([C:7]1[CH:17]=[CH:16][C:10]2[O:11][CH2:12][C:13](=[O:15])[NH:14][C:9]=2[CH:8]=1)=O.Cl.[Cl:22][C:23]1[CH:28]=[CH:27][CH:26]=[C:25]([Cl:29])[C:24]=1[NH:30][NH2:31]. (7) Given the product [CH2:4]=[C:3]1[CH2:5][CH2:6][O:10][C:2]1=[O:9].[C:2]([OH:10])(=[O:9])[C:3]([CH2:5][C:6]([OH:8])=[O:7])=[CH2:4].[C:13]([OH:15])(=[O:14])[CH:12]=[CH2:11], predict the reactants needed to synthesize it. The reactants are: O.[C:2]([OH:10])(=[O:9])[C:3]([CH2:5][C:6]([OH:8])=[O:7])=[CH2:4].[CH2:11]=[C:12]1CC[O:15][C:13]1=[O:14].C(O)(=O)C=C.S(OOS([O-])(=O)=O)([O-])(=O)=O.[Na+].[Na+].[OH-].[Na+]. (8) Given the product [Cl:1][C:2]1[CH:3]=[N:4][C:5]2[N:6]([N:8]=[C:9]([C:11]([N:23]3[CH2:24][CH:25]=[C:20]([C:16]4[CH:15]=[N:14][CH:19]=[CH:18][CH:17]=4)[CH2:21][CH2:22]3)=[O:13])[CH:10]=2)[CH:7]=1, predict the reactants needed to synthesize it. The reactants are: [Cl:1][C:2]1[CH:3]=[N:4][C:5]2[N:6]([N:8]=[C:9]([C:11]([OH:13])=O)[CH:10]=2)[CH:7]=1.[N:14]1[CH:19]=[CH:18][CH:17]=[C:16]([C:20]2[CH2:21][CH2:22][NH:23][CH2:24][CH:25]=2)[CH:15]=1. (9) Given the product [Cl:17][C:18]1[N:26]=[C:25]2[C:21]([N:22]=[CH:23][N:24]2[CH:27]2[CH2:32][CH2:31][CH2:30][CH2:29][O:28]2)=[C:20]([N:9]2[C:8]3[CH:10]=[CH:11][CH:12]=[C:13]([O:14][CH3:15])[C:7]=3[N:6]=[C:5]2[CH:4]([F:3])[F:16])[N:19]=1, predict the reactants needed to synthesize it. The reactants are: [H-].[Na+].[F:3][CH:4]([F:16])[C:5]1[NH:9][C:8]2[CH:10]=[CH:11][CH:12]=[C:13]([O:14][CH3:15])[C:7]=2[N:6]=1.[Cl:17][C:18]1[N:26]=[C:25]2[C:21]([N:22]=[CH:23][N:24]2[CH:27]2[CH2:32][CH2:31][CH2:30][CH2:29][O:28]2)=[C:20](Cl)[N:19]=1.